Dataset: Forward reaction prediction with 1.9M reactions from USPTO patents (1976-2016). Task: Predict the product of the given reaction. (1) Given the reactants [CH3:1][C:2]([CH3:27])([CH2:12][NH:13][C:14]1[C:23]2[C:18](=[CH:19][CH:20]=[CH:21][CH:22]=2)[N:17]=[CH:16][C:15]=1[N+:24]([O-])=O)[CH2:3][NH:4][C:5](=[O:11])[O:6][C:7]([CH3:10])([CH3:9])[CH3:8].CO, predict the reaction product. The product is: [NH2:24][C:15]1[CH:16]=[N:17][C:18]2[C:23]([C:14]=1[NH:13][CH2:12][C:2]([CH3:27])([CH3:1])[CH2:3][NH:4][C:5](=[O:11])[O:6][C:7]([CH3:9])([CH3:8])[CH3:10])=[CH:22][CH:21]=[CH:20][CH:19]=2. (2) The product is: [N:1]1([CH2:7][CH2:8][O:9][C:10]2[CH:19]=[CH:18][C:13]([C:14]([OH:16])=[O:15])=[CH:12][C:11]=2[N+:20]([O-:22])=[O:21])[CH2:6][CH2:5][O:4][CH2:3][CH2:2]1. Given the reactants [N:1]1([CH2:7][CH2:8][O:9][C:10]2[CH:19]=[CH:18][C:13]([C:14]([O:16]C)=[O:15])=[CH:12][CH:11]=2)[CH2:6][CH2:5][O:4][CH2:3][CH2:2]1.[N+:20]([O-])([OH:22])=[O:21], predict the reaction product. (3) Given the reactants Cl[C:2]1[CH:7]=[C:6]([C:8]2[CH:13]=[CH:12][C:11]([C:14]([F:17])([F:16])[F:15])=[CH:10][CH:9]=2)[N:5]=[CH:4][N:3]=1.[CH3:18][C:19]1[CH:28]=[N:27][C:26]2[C:25]([OH:29])=[CH:24][CH:23]=[CH:22][C:21]=2[N:20]=1.[H-].[Na+], predict the reaction product. The product is: [CH3:18][C:19]1[CH:28]=[N:27][C:26]2[C:21](=[CH:22][CH:23]=[CH:24][C:25]=2[O:29][C:2]2[CH:7]=[C:6]([C:8]3[CH:13]=[CH:12][C:11]([C:14]([F:17])([F:16])[F:15])=[CH:10][CH:9]=3)[N:5]=[CH:4][N:3]=2)[N:20]=1.